This data is from NCI-60 drug combinations with 297,098 pairs across 59 cell lines. The task is: Regression. Given two drug SMILES strings and cell line genomic features, predict the synergy score measuring deviation from expected non-interaction effect. (1) Drug 1: C1CN1C2=NC(=NC(=N2)N3CC3)N4CC4. Drug 2: C1=CC=C(C(=C1)C(C2=CC=C(C=C2)Cl)C(Cl)Cl)Cl. Cell line: OVCAR-4. Synergy scores: CSS=3.17, Synergy_ZIP=-2.82, Synergy_Bliss=-0.191, Synergy_Loewe=-7.46, Synergy_HSA=-3.36. (2) Drug 1: CCC1=CC2CC(C3=C(CN(C2)C1)C4=CC=CC=C4N3)(C5=C(C=C6C(=C5)C78CCN9C7C(C=CC9)(C(C(C8N6C)(C(=O)OC)O)OC(=O)C)CC)OC)C(=O)OC.C(C(C(=O)O)O)(C(=O)O)O. Drug 2: CCC(=C(C1=CC=CC=C1)C2=CC=C(C=C2)OCCN(C)C)C3=CC=CC=C3.C(C(=O)O)C(CC(=O)O)(C(=O)O)O. Cell line: OVCAR-4. Synergy scores: CSS=20.9, Synergy_ZIP=-2.40, Synergy_Bliss=1.54, Synergy_Loewe=-17.4, Synergy_HSA=1.65. (3) Drug 1: COC1=CC(=CC(=C1O)OC)C2C3C(COC3=O)C(C4=CC5=C(C=C24)OCO5)OC6C(C(C7C(O6)COC(O7)C8=CC=CS8)O)O. Drug 2: CC(C)NC(=O)C1=CC=C(C=C1)CNNC.Cl. Cell line: HOP-92. Synergy scores: CSS=44.9, Synergy_ZIP=0.812, Synergy_Bliss=3.46, Synergy_Loewe=-46.3, Synergy_HSA=5.12. (4) Drug 1: C1=CC(=C2C(=C1NCCNCCO)C(=O)C3=C(C=CC(=C3C2=O)O)O)NCCNCCO. Drug 2: C1=C(C(=O)NC(=O)N1)F. Cell line: SW-620. Synergy scores: CSS=56.1, Synergy_ZIP=-5.89, Synergy_Bliss=-7.75, Synergy_Loewe=-2.43, Synergy_HSA=-0.125. (5) Drug 1: CC1C(C(CC(O1)OC2CC(CC3=C2C(=C4C(=C3O)C(=O)C5=C(C4=O)C(=CC=C5)OC)O)(C(=O)CO)O)N)O.Cl. Drug 2: CN(CCCl)CCCl.Cl. Cell line: SNB-75. Synergy scores: CSS=8.30, Synergy_ZIP=-8.05, Synergy_Bliss=-3.99, Synergy_Loewe=-4.09, Synergy_HSA=-2.15. (6) Drug 1: C1=CC(=CC=C1CCCC(=O)O)N(CCCl)CCCl. Drug 2: CC1=C(C(=CC=C1)Cl)NC(=O)C2=CN=C(S2)NC3=CC(=NC(=N3)C)N4CCN(CC4)CCO. Cell line: UO-31. Synergy scores: CSS=36.5, Synergy_ZIP=-5.42, Synergy_Bliss=2.57, Synergy_Loewe=4.89, Synergy_HSA=6.63. (7) Drug 1: CC1C(C(=O)NC(C(=O)N2CCCC2C(=O)N(CC(=O)N(C(C(=O)O1)C(C)C)C)C)C(C)C)NC(=O)C3=C4C(=C(C=C3)C)OC5=C(C(=O)C(=C(C5=N4)C(=O)NC6C(OC(=O)C(N(C(=O)CN(C(=O)C7CCCN7C(=O)C(NC6=O)C(C)C)C)C)C(C)C)C)N)C. Drug 2: COCCOC1=C(C=C2C(=C1)C(=NC=N2)NC3=CC=CC(=C3)C#C)OCCOC.Cl. Cell line: OVCAR-5. Synergy scores: CSS=18.2, Synergy_ZIP=-8.62, Synergy_Bliss=2.39, Synergy_Loewe=-10.2, Synergy_HSA=-0.804.